Dataset: Blood-brain barrier permeability regression values from the B3DB database. Task: Regression/Classification. Given a drug SMILES string, predict its absorption, distribution, metabolism, or excretion properties. Task type varies by dataset: regression for continuous measurements (e.g., permeability, clearance, half-life) or binary classification for categorical outcomes (e.g., BBB penetration, CYP inhibition). For this dataset (b3db_regression), we predict Y. (1) The drug is CCC(=O)OC(CC1=CC=CC=C1)(C2=CC=CC=C2)[C@H](C)CN(C)C. The Y is 0.460 log(BB ratio). (2) The compound is CS(=O)(=O)C1=CC=C(C=C1)C2=C(C(=O)OC2)C3=CC=CC=C3. The Y is -0.100 log(BB ratio). (3) The drug is C1CN(CCN1CCCN2C3=CC=CC=C3SC4=C2C=C(C=C4)Cl)CCO. The Y is 0.700 log(BB ratio). (4) The drug is CC(C)(C)NCC(C1=CC(=C(C=C1)O)CO)O. The Y is -1.30 log(BB ratio).